This data is from Catalyst prediction with 721,799 reactions and 888 catalyst types from USPTO. The task is: Predict which catalyst facilitates the given reaction. (1) Reactant: Br[CH2:2][CH:3]1[O:8][C:7]2[CH:9]=[CH:10][CH:11]=[CH:12][C:6]=2[O:5][CH2:4]1.[C:13]([C:15]1[CH:20]=[CH:19][CH:18]=[CH:17][C:16]=1[N:21]1[CH2:26][CH2:25][NH:24][CH2:23][CH2:22]1)#[N:14].C([O-])([O-])=O.[K+].[K+].O. Product: [O:8]1[CH:3]([CH2:2][N:24]2[CH2:23][CH2:22][N:21]([C:16]3[CH:17]=[CH:18][CH:19]=[CH:20][C:15]=3[C:13]#[N:14])[CH2:26][CH2:25]2)[CH2:4][O:5][C:6]2[CH:12]=[CH:11][CH:10]=[CH:9][C:7]1=2. The catalyst class is: 3. (2) Reactant: [Cl:1][C:2]1[CH:7]=[CH:6][CH:5]=[C:4]([O:8][CH3:9])[C:3]=1[NH:10]C(=O)C(C)(C)C.Cl.[NH4+].[OH-]. Product: [Cl:1][C:2]1[CH:7]=[CH:6][CH:5]=[C:4]([O:8][CH3:9])[C:3]=1[NH2:10]. The catalyst class is: 52. (3) Reactant: [CH:1]1([NH2:4])[CH2:3][CH2:2]1.[C:5]([C:7]1[CH:8]=[CH:9][C:10]([OH:17])=[C:11]([CH:16]=1)[C:12](OC)=[O:13])#[N:6]. The catalyst class is: 58. Product: [CH:1]1([NH:4][C:12](=[O:13])[C:11]2[CH:16]=[C:7]([C:5]#[N:6])[CH:8]=[CH:9][C:10]=2[OH:17])[CH2:3][CH2:2]1. (4) Reactant: [CH3:1][N:2]([CH3:34])[C@H:3]1[CH2:8][CH2:7][C@H:6]([C:9]([NH:11][C:12]2[C:16]3[CH:17]=[C:18]([N+:21]([O-])=O)[CH:19]=[CH:20][C:15]=3[O:14][C:13]=2[C:24]([NH:26][C:27]2[CH:32]=[CH:31][C:30]([Cl:33])=[CH:29][N:28]=2)=[O:25])=[O:10])[CH2:5][CH2:4]1.[Sn](Cl)Cl.O.[OH-].[Na+]. Product: [NH2:21][C:18]1[CH:19]=[CH:20][C:15]2[O:14][C:13]([C:24]([NH:26][C:27]3[CH:32]=[CH:31][C:30]([Cl:33])=[CH:29][N:28]=3)=[O:25])=[C:12]([NH:11][C:9]([C@H:6]3[CH2:7][CH2:8][C@H:3]([N:2]([CH3:1])[CH3:34])[CH2:4][CH2:5]3)=[O:10])[C:16]=2[CH:17]=1. The catalyst class is: 199. (5) Product: [NH2:27][C:28]1[NH:29][C:30](=[O:56])[C:31]2[N:32]=[CH:33][N:34]([C@@H:37]3[O:41][C@H:40]([CH2:42][NH:43][C:44]4[C:45](=[O:53])[C:46](=[O:52])[C:47]=4[NH:48][CH2:49][CH2:50][NH:51][C:22](=[O:23])/[CH:21]=[CH:20]/[CH2:19][N:16]4[CH2:17][CH2:18][N:13]([C:11](=[O:12])[CH2:10][NH:9][C:5]5[CH:6]=[C:7]([I:8])[C:2]([Cl:1])=[CH:3][C:4]=5[O:25][CH3:26])[CH2:14][CH2:15]4)[C@@H:39]([OH:54])[C@H:38]3[OH:55])[C:35]=2[N:36]=1. The catalyst class is: 3. Reactant: [Cl:1][C:2]1[C:7]([I:8])=[CH:6][C:5]([NH:9][CH2:10][C:11]([N:13]2[CH2:18][CH2:17][N:16]([CH2:19]/[CH:20]=[CH:21]/[C:22](O)=[O:23])[CH2:15][CH2:14]2)=[O:12])=[C:4]([O:25][CH3:26])[CH:3]=1.[NH2:27][C:28]1[NH:29][C:30](=[O:56])[C:31]2[N:32]=[CH:33][N:34]([C@@H:37]3[O:41][C@H:40]([CH2:42][NH:43][C:44]4[C:45](=[O:53])[C:46](=[O:52])[C:47]=4[NH:48][CH2:49][CH2:50][NH2:51])[C@@H:39]([OH:54])[C@H:38]3[OH:55])[C:35]=2[N:36]=1.CN(C(ON1N=NC2C=CC=NC1=2)=[N+](C)C)C.F[P-](F)(F)(F)(F)F.CCN(C(C)C)C(C)C. (6) Reactant: [NH2:1][C@@H:2]1[C:10]2[C:5](=[CH:6][CH:7]=[CH:8][CH:9]=2)[CH2:4][C@@H:3]1[OH:11].C(N(CC)CC)C.[CH3:19][S:20](Cl)(=[O:22])=[O:21]. Product: [CH3:19][S:20]([NH:1][C@@H:2]1[C:10]2[C:5](=[CH:6][CH:7]=[CH:8][CH:9]=2)[CH2:4][C@@H:3]1[O:11][S:20]([CH3:19])(=[O:22])=[O:21])(=[O:22])=[O:21]. The catalyst class is: 7. (7) Reactant: C(OC([N:11]1[CH2:15][CH:14]([CH:16]=[CH2:17])[C@H:13]([NH:18][C:19]([O:21][C:22]([CH3:25])([CH3:24])[CH3:23])=[O:20])[CH2:12]1)=O)C1C=CC=CC=1.[H][H]. Product: [C:22]([O:21][C:19]([NH:18][C@H:13]1[CH:14]([CH2:16][CH3:17])[CH2:15][NH:11][CH2:12]1)=[O:20])([CH3:25])([CH3:24])[CH3:23]. The catalyst class is: 349. (8) Product: [F:34][C:12]([F:11])([F:33])[C:13]1[CH:28]=[C:27]([C:29]([F:32])([F:31])[F:30])[CH:26]=[CH:25][C:14]=1[CH2:15][N:16]1[CH2:21][CH2:20][CH:19]([CH:22]=[O:23])[CH2:18][C:17]1=[O:24]. The catalyst class is: 236. Reactant: C(Cl)(=O)C(Cl)=O.CS(C)=O.[F:11][C:12]([F:34])([F:33])[C:13]1[CH:28]=[C:27]([C:29]([F:32])([F:31])[F:30])[CH:26]=[CH:25][C:14]=1[CH2:15][N:16]1[CH2:21][CH2:20][CH:19]([CH2:22][OH:23])[CH2:18][C:17]1=[O:24].[Cl-].[NH4+].